Dataset: Reaction yield outcomes from USPTO patents with 853,638 reactions. Task: Predict the reaction yield, written as a fraction of the theoretical maximum amount of product (1.0 means a 100% yield; for example, 0.34 means a 34% yield). The reactants are C([O:3][C:4](=[O:21])[C:5]([NH:19][CH3:20])=[CH:6][C:7]([C:9]1[C:17]2[C:12](=[CH:13][CH:14]=[C:15]([Cl:18])[CH:16]=2)[NH:11][CH:10]=1)=[O:8])C.[OH-].[Na+].Cl. The catalyst is O1CCOCC1. The product is [Cl:18][C:15]1[CH:16]=[C:17]2[C:12](=[CH:13][CH:14]=1)[NH:11][CH:10]=[C:9]2[C:7](=[O:8])[CH:6]=[C:5]([NH:19][CH3:20])[C:4]([OH:21])=[O:3]. The yield is 0.800.